Dataset: Peptide-MHC class II binding affinity with 134,281 pairs from IEDB. Task: Regression. Given a peptide amino acid sequence and an MHC pseudo amino acid sequence, predict their binding affinity value. This is MHC class II binding data. (1) The peptide sequence is CGRRHSVRIRVRSGG. The MHC is DRB1_1201 with pseudo-sequence DRB1_1201. The binding affinity (normalized) is 0.279. (2) The peptide sequence is PTPLAKEDFLRCLVK. The MHC is HLA-DPA10103-DPB10201 with pseudo-sequence HLA-DPA10103-DPB10201. The binding affinity (normalized) is 0.788. (3) The MHC is DRB1_0301 with pseudo-sequence DRB1_0301. The peptide sequence is KDKWIELKESWGAIWRIDTP. The binding affinity (normalized) is 0.526. (4) The peptide sequence is FYNEKAFLLTTFDVS. The MHC is DRB1_0401 with pseudo-sequence DRB1_0401. The binding affinity (normalized) is 0.0497.